Predict which catalyst facilitates the given reaction. From a dataset of Catalyst prediction with 721,799 reactions and 888 catalyst types from USPTO. (1) Product: [C:12]([C:11]1[CH:14]=[CH:15][C:8]([C:7]2[C:6]([C:17]3[CH:22]=[CH:21][C:20]([O:23][CH3:24])=[CH:19][CH:18]=3)=[CH:5][S:4][C:3]=2/[CH:1]=[CH:30]/[C:25]([O:27][CH2:28][CH3:29])=[O:26])=[C:9]([CH3:16])[CH:10]=1)#[N:13]. Reactant: [CH:1]([C:3]1[S:4][CH:5]=[C:6]([C:17]2[CH:22]=[CH:21][C:20]([O:23][CH3:24])=[CH:19][CH:18]=2)[C:7]=1[C:8]1[CH:15]=[CH:14][C:11]([C:12]#[N:13])=[CH:10][C:9]=1[CH3:16])=O.[C:25]([CH:30]=P(C1C=CC=CC=1)(C1C=CC=CC=1)C1C=CC=CC=1)([O:27][CH2:28][CH3:29])=[O:26]. The catalyst class is: 11. (2) Reactant: CN([C:4]([O:8]N1N=NC2C=CC=NC1=2)=[N+](C)C)C.F[P-](F)(F)(F)(F)F.[C:25]([O:29][C:30]([NH:32][C@@H:33]([C@H:45]([CH3:53])[CH2:46][CH:47]([CH3:52])[CH2:48][CH2:49][CH:50]=[CH2:51])[C:34]([N:36]1[CH2:40][C@H:39]([OH:41])[CH2:38][C@H:37]1[C:42]([OH:44])=O)=[O:35])=[O:31])([CH3:28])([CH3:27])[CH3:26].Cl.[NH2:55][C@:56]1([C:61]([NH:63][S:64]([C:67]2([CH3:70])[CH2:69][CH2:68]2)(=[O:66])=[O:65])=[O:62])[CH2:58][C@H:57]1[CH:59]=[CH2:60].CCN(C(C)C)C(C)C. Product: [OH:41][C@H:39]1[CH2:40][N:36]([C:34](=[O:35])[C@@H:33]([NH:32][C:30](=[O:31])[O:29][C:25]([CH3:28])([CH3:27])[CH3:26])[C@H:45]([CH2:53][O:8][CH3:4])[CH2:46][CH:47]([CH3:52])[CH2:48][CH2:49][CH:50]=[CH2:51])[C@H:37]([C:42](=[O:44])[NH:55][C@:56]2([C:61](=[O:62])[NH:63][S:64]([C:67]3([CH3:70])[CH2:69][CH2:68]3)(=[O:66])=[O:65])[CH2:58][C@H:57]2[CH:59]=[CH2:60])[CH2:38]1. The catalyst class is: 2. (3) Reactant: [C:1]([N:4]1[C:12]2[C:7](=[CH:8][CH:9]=[CH:10][CH:11]=2)[C:6]([CH2:13][C:14]([O:16][CH2:17][CH3:18])=[O:15])=[C:5]1[CH2:19]Br)(=[O:3])[CH3:2].[C:21](=[S:24])([O-:23])[CH3:22].[K+]. Product: [C:1]([N:4]1[C:12]2[C:7](=[CH:8][CH:9]=[CH:10][CH:11]=2)[C:6]([CH2:13][C:14]([O:16][CH2:17][CH3:18])=[O:15])=[C:5]1[CH2:19][S:24][C:21](=[O:23])[CH3:22])(=[O:3])[CH3:2]. The catalyst class is: 692. (4) Reactant: [F:1][C:2]1[C:7]([C:8]([F:11])([F:10])[F:9])=[CH:6][CH:5]=[CH:4][C:3]=1[C:12]1([OH:18])[CH2:17][CH2:16][NH:15][CH2:14][CH2:13]1.C(=O)([O-])[O-].[K+].[K+].[F:25][C:26]([F:31])([F:30])[CH2:27][CH2:28]I. Product: [F:1][C:2]1[C:7]([C:8]([F:10])([F:11])[F:9])=[CH:6][CH:5]=[CH:4][C:3]=1[C:12]1([OH:18])[CH2:17][CH2:16][N:15]([CH2:28][CH2:27][C:26]([F:31])([F:30])[F:25])[CH2:14][CH2:13]1. The catalyst class is: 10. (5) Reactant: [C:1]1([CH:7]([C:25]2[CH:30]=[CH:29][CH:28]=[CH:27][CH:26]=2)[CH2:8][NH:9][CH2:10][CH2:11][C@@H:12]([CH3:24])[O:13][C:14]2[CH:15]=[C:16]([CH2:20][C:21]([OH:23])=[O:22])[CH:17]=[CH:18][CH:19]=2)[CH:6]=[CH:5][CH:4]=[CH:3][CH:2]=1.[F:31][C:32]1[C:39]([C:40]([F:43])([F:42])[F:41])=[CH:38][CH:37]=[CH:36][C:33]=1[CH:34]=O.COC(=O)C.[Cl:49]C1C(C(F)(F)F)=CC=CC=1C=O.Cl.CCOCC. The catalyst class is: 28. Product: [ClH:49].[F:31][C:32]1[C:39]([C:40]([F:41])([F:42])[F:43])=[CH:38][CH:37]=[CH:36][C:33]=1[CH2:34][N:9]([CH2:8][CH:7]([C:1]1[CH:2]=[CH:3][CH:4]=[CH:5][CH:6]=1)[C:25]1[CH:26]=[CH:27][CH:28]=[CH:29][CH:30]=1)[CH2:10][CH2:11][C@@H:12]([CH3:24])[O:13][C:14]1[CH:15]=[C:16]([CH2:20][C:21]([OH:23])=[O:22])[CH:17]=[CH:18][CH:19]=1. (6) Reactant: N#N.[CH3:3][C:4]1([C:9]2[N:10]=[C:11]([CH2:14][OH:15])[S:12][CH:13]=2)[O:8][CH2:7][CH2:6][O:5]1.CCN(CC)CC.[S:23](Cl)([CH3:26])(=[O:25])=[O:24]. Product: [CH3:3][C:4]1([C:9]2[N:10]=[C:11]([CH2:14][O:15][S:23]([CH3:26])(=[O:25])=[O:24])[S:12][CH:13]=2)[O:8][CH2:7][CH2:6][O:5]1. The catalyst class is: 64. (7) Reactant: [Cl:1][C:2]1[CH:7]=[CH:6][C:5]([C:8]2([OH:34])[CH2:13][CH2:12][N:11]([CH2:14][CH2:15][CH:16]=[C:17]3[C:23]4[CH:24]=[CH:25][CH:26]=[CH:27][C:22]=4[CH2:21][O:20][C:19]4[CH:28]=[CH:29][C:30](OC)=[CH:31][C:18]3=4)[CH2:10][CH2:9]2)=[CH:4][CH:3]=1.[C:35](Cl)(=[O:37])[CH3:36].C(N(CC)CC)C.C(=O)(O)[O-].[Na+]. Product: [C:35]([O:34][C:8]1([C:5]2[CH:6]=[CH:7][C:2]([Cl:1])=[CH:3][CH:4]=2)[CH2:13][CH2:12][N:11]([CH2:14][CH2:15][CH:16]=[C:17]2[C:23]3[CH:24]=[CH:25][CH:26]=[CH:27][C:22]=3[CH2:21][O:20][C:19]3[CH:28]=[CH:29][CH:30]=[CH:31][C:18]2=3)[CH2:10][CH2:9]1)(=[O:37])[CH3:36]. The catalyst class is: 96. (8) Reactant: [O:1]([CH3:3])[Na].Cl[C:5]1[CH:10]=[C:9]([O:11][CH2:12][C:13]2[CH:18]=[CH:17][C:16]([O:19][CH3:20])=[CH:15][CH:14]=2)[N:8]=[C:7]([C:21]2[CH:26]=[CH:25][CH:24]=[CH:23][CH:22]=2)[N:6]=1. Product: [CH3:3][O:1][C:5]1[CH:10]=[C:9]([O:11][CH2:12][C:13]2[CH:18]=[CH:17][C:16]([O:19][CH3:20])=[CH:15][CH:14]=2)[N:8]=[C:7]([C:21]2[CH:26]=[CH:25][CH:24]=[CH:23][CH:22]=2)[N:6]=1. The catalyst class is: 5. (9) Reactant: [F:1][CH:2]([F:10])[C:3]1(O)[NH:7][N:6]=[C:5]([CH3:8])[CH2:4]1.[Br:11]Br. Product: [Br:11][C:4]1[C:3]([CH:2]([F:10])[F:1])=[N:7][NH:6][C:5]=1[CH3:8]. The catalyst class is: 2.